Task: Predict the product of the given reaction.. Dataset: Forward reaction prediction with 1.9M reactions from USPTO patents (1976-2016) Given the reactants O=O.[CH3:3]C(C)([O-])C.[K+].[C:9]([CH2:17][C:18](=[O:25])[C:19]1[CH:24]=[CH:23][CH:22]=[CH:21][CH:20]=1)(=[O:16])[C:10]1[CH:15]=[CH:14][CH:13]=[CH:12][CH:11]=1.IC, predict the reaction product. The product is: [C:10]1([C:9](=[O:16])[CH:17]([CH3:3])[C:18]([C:19]2[CH:24]=[CH:23][CH:22]=[CH:21][CH:20]=2)=[O:25])[CH:15]=[CH:14][CH:13]=[CH:12][CH:11]=1.